From a dataset of Catalyst prediction with 721,799 reactions and 888 catalyst types from USPTO. Predict which catalyst facilitates the given reaction. (1) Reactant: [CH3:1][C:2]([CH:17]1[CH2:22][CH2:21][NH:20][C:19](=[O:23])[CH2:18]1)([S:4]([C:7]1[CH:12]=[CH:11][CH:10]=[C:9]([C:13]([F:16])([F:15])[F:14])[CH:8]=1)(=[O:6])=[O:5])[CH3:3].[C:24](Cl)(=[O:31])[C:25]1[CH:30]=[CH:29][CH:28]=[CH:27][CH:26]=1.O. Product: [C:24]([N:20]1[CH2:21][CH2:22][CH:17]([C:2]([CH3:1])([S:4]([C:7]2[CH:12]=[CH:11][CH:10]=[C:9]([C:13]([F:14])([F:16])[F:15])[CH:8]=2)(=[O:5])=[O:6])[CH3:3])[CH2:18][C:19]1=[O:23])(=[O:31])[C:25]1[CH:30]=[CH:29][CH:28]=[CH:27][CH:26]=1. The catalyst class is: 1. (2) Reactant: [Cl:1][C:2]1[N:11]=[CH:10][C:9]2[CH2:8][CH2:7][CH2:6][CH2:5][C:4]=2[N:3]=1.CC([O-])(C)C.[K+].[N:18](OC(C)(C)C)=[O:19]. Product: [Cl:1][C:2]1[N:11]=[CH:10][C:9]2[CH2:8][CH2:7][CH2:6][C:5](=[N:18][OH:19])[C:4]=2[N:3]=1. The catalyst class is: 1. (3) Reactant: [CH2:1]([O:8][C:9]1[C:18]2[N:17]=[CH:16][CH:15]=[CH:14][C:13]=2[C:12]([S:19](Cl)(=O)=O)=[CH:11][CH:10]=1)[C:2]1[CH:7]=[CH:6][CH:5]=[CH:4][CH:3]=1.C1(P(C2C=CC=CC=2)C2C=CC=CC=2)C=CC=CC=1.[BH4-].[Na+].[H-].[Na+].[CH3:46][C:47]1[CH:55]=[CH:54][C:50]([CH2:51][CH2:52]Br)=[CH:49][CH:48]=1. Product: [CH2:1]([O:8][C:9]1[CH:10]=[CH:11][C:12]([S:19][CH2:52][CH2:51][C:50]2[CH:54]=[CH:55][C:47]([CH3:46])=[CH:48][CH:49]=2)=[C:13]2[C:18]=1[N:17]=[CH:16][CH:15]=[CH:14]2)[C:2]1[CH:7]=[CH:6][CH:5]=[CH:4][CH:3]=1. The catalyst class is: 165. (4) Reactant: [C:1]([O:5][C:6](=[O:20])[NH:7][C:8]12[CH2:17][CH:12]3[CH2:13][CH:14]([CH2:16][C:10]([CH:18]=O)([CH2:11]3)[CH2:9]1)[CH2:15]2)([CH3:4])([CH3:3])[CH3:2].[C:21]([O-])([O-])=O.[K+].[K+].[N+](=C(P(=O)(OC)OC)C(=O)C)=[N-]. Product: [C:18]([C:10]12[CH2:16][CH:14]3[CH2:13][CH:12]([CH2:17][C:8]([NH:7][C:6](=[O:20])[O:5][C:1]([CH3:4])([CH3:2])[CH3:3])([CH2:15]3)[CH2:9]1)[CH2:11]2)#[CH:21]. The catalyst class is: 5. (5) Reactant: [N:1]1[CH:6]=[C:5]([C@@H:7]2[CH2:12][CH2:11][CH2:10][N:8]2[CH3:9])[CH:4]=[CH:3][CH:2]=1.[Br:13][CH2:14][CH2:15][CH2:16][CH2:17][CH2:18][CH2:19][CH:20]1[CH2:24][CH2:23][CH2:22][CH2:21]1. Product: [BrH:13].[Br-:13].[CH:20]1([CH2:19][CH2:18][CH2:17][CH2:16][CH2:15][CH2:14][N+:1]2[CH:2]=[CH:3][CH:4]=[C:5]([C@@H:7]3[CH2:12][CH2:11][CH2:10][N:8]3[CH3:9])[CH:6]=2)[CH2:24][CH2:23][CH2:22][CH2:21]1. The catalyst class is: 52. (6) Reactant: N1C=CN=C1.[CH3:6][O:7][C:8](=[O:18])[CH2:9][C:10]1[CH:15]=[C:14]([OH:16])[CH:13]=[C:12]([OH:17])[CH:11]=1.ClCCl.[C:22]([Si:26](Cl)([C:33]1[CH:38]=[CH:37][CH:36]=[CH:35][CH:34]=1)[C:27]1[CH:32]=[CH:31][CH:30]=[CH:29][CH:28]=1)([CH3:25])([CH3:24])[CH3:23]. Product: [CH3:6][O:7][C:8](=[O:18])[CH2:9][C:10]1[CH:15]=[C:14]([OH:16])[CH:13]=[C:12]([O:17][Si:26]([C:22]([CH3:25])([CH3:24])[CH3:23])([C:33]2[CH:34]=[CH:35][CH:36]=[CH:37][CH:38]=2)[C:27]2[CH:32]=[CH:31][CH:30]=[CH:29][CH:28]=2)[CH:11]=1. The catalyst class is: 7.